From a dataset of CYP1A2 inhibition data for predicting drug metabolism from PubChem BioAssay. Regression/Classification. Given a drug SMILES string, predict its absorption, distribution, metabolism, or excretion properties. Task type varies by dataset: regression for continuous measurements (e.g., permeability, clearance, half-life) or binary classification for categorical outcomes (e.g., BBB penetration, CYP inhibition). Dataset: cyp1a2_veith. (1) The drug is Cc1ccc(NNS(=O)(=O)c2ccc(C)cc2)cc1. The result is 1 (inhibitor). (2) The molecule is c1csc(CN2CC[C@@]3(CCCNC3)C2)n1. The result is 0 (non-inhibitor). (3) The drug is O=C(c1cccc(F)c1)N1CCC2(CC1)CN(c1ccncc1)C2. The result is 0 (non-inhibitor). (4) The molecule is O=[N+]([O-])c1cccc2cn[nH]c12. The result is 1 (inhibitor).